Dataset: Reaction yield outcomes from USPTO patents with 853,638 reactions. Task: Predict the reaction yield, written as a fraction of the theoretical maximum amount of product (1.0 means a 100% yield; for example, 0.34 means a 34% yield). The reactants are [NH3:1].CS(O[CH2:7][CH2:8][CH2:9][CH2:10][CH2:11][CH2:12][CH2:13][CH2:14]/[CH:15]=[CH:16]\[CH2:17][CH2:18][CH2:19][CH2:20][CH2:21][CH2:22][CH2:23][CH3:24])(=O)=O. No catalyst specified. The product is [CH2:7]([NH:1][CH2:7][CH2:8][CH2:9][CH2:10][CH2:11][CH2:12][CH2:13][CH2:14]/[CH:15]=[CH:16]\[CH2:17][CH2:18][CH2:19][CH2:20][CH2:21][CH2:22][CH2:23][CH3:24])[CH2:8][CH2:9][CH2:10][CH2:11][CH2:12][CH2:13][CH2:14]/[CH:15]=[CH:16]\[CH2:17][CH2:18][CH2:19][CH2:20][CH2:21][CH2:22][CH2:23][CH3:24]. The yield is 0.362.